Task: Predict the reactants needed to synthesize the given product.. Dataset: Full USPTO retrosynthesis dataset with 1.9M reactions from patents (1976-2016) (1) The reactants are: [CH2:1]1[C:3]2([CH2:11][NH:10][CH2:9][C:4]32[O:8][CH2:7][CH2:6][O:5]3)[CH2:2]1.Br[CH2:13][CH2:14][OH:15].C([O-])([O-])=O.[K+].[K+]. Given the product [OH:15][CH2:14][CH2:13][N:10]1[CH2:11][C:3]2([CH2:1][CH2:2]2)[C:4]2([O:5][CH2:6][CH2:7][O:8]2)[CH2:9]1, predict the reactants needed to synthesize it. (2) Given the product [CH3:20][O:19][C:5]1[CH:4]=[C:3]([CH2:1][NH:29][CH2:28][CH2:27][CH:24]2[CH2:25][CH2:26][O:21][CH2:22][CH2:23]2)[CH:18]=[CH:17][C:6]=1[O:7][C:8]1[CH:9]=[CH:10][C:11]([C:14]([NH2:16])=[O:15])=[N:12][CH:13]=1, predict the reactants needed to synthesize it. The reactants are: [CH:1]([C:3]1[CH:18]=[CH:17][C:6]([O:7][C:8]2[CH:9]=[CH:10][C:11]([C:14]([NH2:16])=[O:15])=[N:12][CH:13]=2)=[C:5]([O:19][CH3:20])[CH:4]=1)=O.[O:21]1[CH2:26][CH2:25][CH:24]([CH2:27][CH2:28][NH2:29])[CH2:23][CH2:22]1.[BH4-].[Na+]. (3) Given the product [Si:1]([O:18][CH2:19][C:20]1[N:25]=[C:24]2[C:26]([C:29]([NH:46][CH2:45][C:44]([CH3:48])([CH3:47])[CH3:43])=[O:30])=[N:27][O:28][C:23]2=[C:22]([Cl:34])[C:21]=1[N:35]1[CH2:40][C@H:39]([CH3:41])[O:38][C@H:37]([CH3:42])[CH2:36]1)([C:14]([CH3:15])([CH3:16])[CH3:17])([C:2]1[CH:3]=[CH:4][CH:5]=[CH:6][CH:7]=1)[C:8]1[CH:13]=[CH:12][CH:11]=[CH:10][CH:9]=1, predict the reactants needed to synthesize it. The reactants are: [Si:1]([O:18][CH2:19][C:20]1[N:25]=[C:24]2[C:26]([C:29](OCC)=[O:30])=[N:27][O:28][C:23]2=[C:22]([Cl:34])[C:21]=1[N:35]1[CH2:40][C@H:39]([CH3:41])[O:38][C@H:37]([CH3:42])[CH2:36]1)([C:14]([CH3:17])([CH3:16])[CH3:15])([C:8]1[CH:13]=[CH:12][CH:11]=[CH:10][CH:9]=1)[C:2]1[CH:7]=[CH:6][CH:5]=[CH:4][CH:3]=1.[CH3:43][C:44]([CH3:48])([CH3:47])[CH2:45][NH2:46]. (4) Given the product [Cl:10][C:6]1[CH:7]=[CH:8][N:9]=[C:2]2[C:3]=1[CH:4]=[CH:20][C:19]([C:17]1[C:16]([C:22]([F:23])([F:25])[F:24])=[CH:15][CH:14]=[C:13]([O:12][CH3:11])[N:18]=1)=[N:1]2, predict the reactants needed to synthesize it. The reactants are: [NH2:1][C:2]1[N:9]=[CH:8][CH:7]=[C:6]([Cl:10])[C:3]=1[CH:4]=O.[CH3:11][O:12][C:13]1[N:18]=[C:17]([C:19](=O)[CH3:20])[C:16]([C:22]([F:25])([F:24])[F:23])=[CH:15][CH:14]=1.CC([O-])(C)C.[K+]. (5) Given the product [F:1][C:2]1[CH:7]=[CH:6][C:5]([N:8]2[C:12]3[CH:13]=[C:14]4[C@:19]([CH2:21][N:38]5[CH2:42][CH2:41][C@@H:40]([OH:43])[CH2:39]5)([CH2:20][C:11]=3[CH:10]=[N:9]2)[CH2:18][N:17]([S:23]([C:26]2[CH:27]=[N:28][C:29]([N:32]3[CH2:37][CH2:36][O:35][CH2:34][CH2:33]3)=[CH:30][CH:31]=2)(=[O:24])=[O:25])[CH2:16][CH2:15]4)=[CH:4][CH:3]=1, predict the reactants needed to synthesize it. The reactants are: [F:1][C:2]1[CH:7]=[CH:6][C:5]([N:8]2[C:12]3[CH:13]=[C:14]4[C@:19]([CH:21]=O)([CH2:20][C:11]=3[CH:10]=[N:9]2)[CH2:18][N:17]([S:23]([C:26]2[CH:27]=[N:28][C:29]([N:32]3[CH2:37][CH2:36][O:35][CH2:34][CH2:33]3)=[CH:30][CH:31]=2)(=[O:25])=[O:24])[CH2:16][CH2:15]4)=[CH:4][CH:3]=1.[NH:38]1[CH2:42][CH2:41][C@@H:40]([OH:43])[CH2:39]1. (6) Given the product [C:7]([C:7]1[CH:8]=[C:2]([C:1]([OH:10])=[O:9])[C:3]([OH:4])=[CH:5][CH:6]=1)(=[O:18])[CH2:8][CH2:2][CH2:3][CH3:5], predict the reactants needed to synthesize it. The reactants are: [C:1]([O:10]C(=O)CCCCC)(=[O:9])[C:2]1[C:3](=[CH:5][CH:6]=[CH:7][CH:8]=1)[OH:4].[OH-:18].[Na+].Cl. (7) Given the product [CH2:1]([O:8][C:9](=[O:47])[NH:10][C:11]12[CH2:19][CH2:18][CH:15]([CH2:16][CH2:17]1)[CH2:14][N:13]1[C:20](=[O:46])[C:21]([O:38][CH2:39][C:40]3[CH:45]=[CH:44][CH:43]=[CH:42][CH:41]=3)=[C:22]([C:24]3[S:57][C:27]([CH2:28][C:29]4[CH:34]=[CH:33][C:32]([F:35])=[CH:31][CH:30]=4)=[CH:26][N:25]=3)[N:23]=[C:12]21)[C:2]1[CH:7]=[CH:6][CH:5]=[CH:4][CH:3]=1, predict the reactants needed to synthesize it. The reactants are: [CH2:1]([O:8][C:9](=[O:47])[NH:10][C:11]12[CH2:19][CH2:18][CH:15]([CH2:16][CH2:17]1)[CH2:14][N:13]1[C:20](=[O:46])[C:21]([O:38][CH2:39][C:40]3[CH:45]=[CH:44][CH:43]=[CH:42][CH:41]=3)=[C:22]([C:24](=O)[NH:25][CH2:26][C:27](=O)[CH2:28][C:29]3[CH:34]=[CH:33][C:32]([F:35])=[CH:31][CH:30]=3)[N:23]=[C:12]21)[C:2]1[CH:7]=[CH:6][CH:5]=[CH:4][CH:3]=1.COC1C=CC(P2(SP(C3C=CC(OC)=CC=3)(=S)S2)=[S:57])=CC=1. (8) Given the product [Cl:2][C:3]1[CH:4]=[C:5]2[C:9](=[CH:10][CH:11]=1)[NH:8][CH:7]=[C:6]2[CH2:12][CH2:13][NH:14][C:62]([CH:59]1[CH2:60][CH2:61][N:57]([C:54]2[CH:55]=[CH:56][C:51]([CH:48]([CH3:49])[CH3:50])=[CH:52][CH:53]=2)[C:58]1=[O:65])=[O:63], predict the reactants needed to synthesize it. The reactants are: Cl.[Cl:2][C:3]1[CH:4]=[C:5]2[C:9](=[CH:10][CH:11]=1)[NH:8][CH:7]=[C:6]2[CH2:12][CH2:13][NH2:14].C1CN([P+](ON2N=NC3C=CC=CC2=3)(N2CCCC2)N2CCCC2)CC1.F[P-](F)(F)(F)(F)F.[CH:48]([C:51]1[CH:56]=[CH:55][C:54]([N:57]2[CH2:61][CH2:60][CH:59]([C:62](O)=[O:63])[C:58]2=[O:65])=[CH:53][CH:52]=1)([CH3:50])[CH3:49]. (9) Given the product [NH2:29][C:26]1[N:27]=[CH:28][C:23]([C:21]#[C:22][C:2]2[C:3]([NH2:20])=[N:4][C:5]([S:18][CH3:19])=[N:6][C:7]=2[C:8]2[CH:13]=[CH:12][CH:11]=[C:10]([C:14]([F:17])([F:16])[F:15])[CH:9]=2)=[CH:24][CH:25]=1, predict the reactants needed to synthesize it. The reactants are: I[C:2]1[C:3]([NH2:20])=[N:4][C:5]([S:18][CH3:19])=[N:6][C:7]=1[C:8]1[CH:13]=[CH:12][CH:11]=[C:10]([C:14]([F:17])([F:16])[F:15])[CH:9]=1.[C:21]([C:23]1[CH:24]=[CH:25][C:26]([NH2:29])=[N:27][CH:28]=1)#[CH:22].C(N(CC)CC)C. (10) Given the product [C:1]([N:5]1[C:9]([C:10]2[CH:15]=[CH:14][C:13]([F:16])=[CH:12][CH:11]=2)=[C:8]([C:17]2[S:18][CH:19]=[C:20]([CH2:22][NH:40][C:43](=[O:47])[OH:48])[N:21]=2)[CH:7]=[N:6]1)([CH3:4])([CH3:3])[CH3:2], predict the reactants needed to synthesize it. The reactants are: [C:1]([N:5]1[C:9]([C:10]2[CH:15]=[CH:14][C:13]([F:16])=[CH:12][CH:11]=2)=[C:8]([C:17]2[S:18][CH:19]=[C:20]([CH2:22]C(O)=O)[N:21]=2)[CH:7]=[N:6]1)([CH3:4])([CH3:3])[CH3:2].C1(P([N:40]=[N+]=[N-])(C2C=CC=CC=2)=O)C=CC=CC=1.[C:43]([OH:47])(C)(C)C.[OH2:48].